This data is from Reaction yield outcomes from USPTO patents with 853,638 reactions. The task is: Predict the reaction yield, written as a fraction of the theoretical maximum amount of product (1.0 means a 100% yield; for example, 0.34 means a 34% yield). (1) The reactants are [NH2:1][C:2]1[CH:3]=[CH:4][C:5]([N:8]2[CH:12]=[C:11]([CH2:13][CH2:14][CH2:15][O:16][C:17]3[C:22]([O:23][CH3:24])=[CH:21][CH:20]=[CH:19][C:18]=3[CH2:25][C:26]([O:28]C)=[O:27])[C:10]([CH:30]([CH3:32])[CH3:31])=[N:9]2)=[N:6][CH:7]=1.N1C=CC=CC=1.C(#N)C.[CH3:42][S:43](Cl)(=[O:45])=[O:44]. The catalyst is O. The product is [CH3:24][O:23][C:22]1[C:17]([O:16][CH2:15][CH2:14][CH2:13][C:11]2[C:10]([CH:30]([CH3:32])[CH3:31])=[N:9][N:8]([C:5]3[CH:4]=[CH:3][C:2]([NH:1][S:43]([CH3:42])(=[O:45])=[O:44])=[CH:7][N:6]=3)[CH:12]=2)=[C:18]([CH2:25][C:26]([OH:28])=[O:27])[CH:19]=[CH:20][CH:21]=1. The yield is 0.580. (2) The reactants are [CH2:1]([O:8][C:9](=[O:29])[NH:10][C@@H:11]1[C:14](=[O:15])[N:13]([CH2:16][C:17]2[CH:22]=[CH:21][C:20]([O:23][CH3:24])=[CH:19][C:18]=2[O:25][CH3:26])[C@@H:12]1[CH:27]=[O:28])[C:2]1[CH:7]=[CH:6][CH:5]=[CH:4][CH:3]=1.[BH4-].[Na+]. The catalyst is C(Cl)Cl.CO. The product is [CH2:1]([O:8][C:9](=[O:29])[NH:10][C@@H:11]1[C:14](=[O:15])[N:13]([CH2:16][C:17]2[CH:22]=[CH:21][C:20]([O:23][CH3:24])=[CH:19][C:18]=2[O:25][CH3:26])[C@@H:12]1[CH2:27][OH:28])[C:2]1[CH:7]=[CH:6][CH:5]=[CH:4][CH:3]=1. The yield is 0.950. (3) The reactants are [Br:1][C:2]1[CH:3]=[C:4]2[C:9](=[CH:10][CH:11]=1)[NH:8][C@@H:7]([CH2:12][CH3:13])[C@H:6]([CH3:14])[C@H:5]2[NH:15][C:16](=[O:25])[O:17][CH2:18][C:19]1[CH:24]=[CH:23][CH:22]=[CH:21][CH:20]=1.BrC1C=C2C(=CC=1)N[C@@H](CC)[C@@H](C)[C@H]2NC(=O)[O:42][CH2:43][C:44]1C=CC=CC=1.N1C=CC=CC=1.C(Cl)(=O)C.C(=O)(O)[O-].[Na+]. The catalyst is ClCCl. The product is [C:43]([N:8]1[C:9]2[C:4](=[CH:3][C:2]([Br:1])=[CH:11][CH:10]=2)[C@H:5]([NH:15][C:16](=[O:25])[O:17][CH2:18][C:19]2[CH:20]=[CH:21][CH:22]=[CH:23][CH:24]=2)[C@@H:6]([CH3:14])[C@@H:7]1[CH2:12][CH3:13])(=[O:42])[CH3:44]. The yield is 0.860.